From a dataset of Full USPTO retrosynthesis dataset with 1.9M reactions from patents (1976-2016). Predict the reactants needed to synthesize the given product. Given the product [Cl:17][C:14]1[CH:13]=[CH:12][C:11]([O:10][C:4]2([C:7]([OH:9])=[O:8])[CH2:5][CH2:6][CH2:3]2)=[CH:16][CH:15]=1, predict the reactants needed to synthesize it. The reactants are: C([CH:3]1[CH2:6][CH2:5][C:4]1([O:10][C:11]1[CH:16]=[CH:15][C:14]([Cl:17])=[CH:13][CH:12]=1)[C:7]([OH:9])=[O:8])C.Cl.